Dataset: CYP2C19 inhibition data for predicting drug metabolism from PubChem BioAssay. Task: Regression/Classification. Given a drug SMILES string, predict its absorption, distribution, metabolism, or excretion properties. Task type varies by dataset: regression for continuous measurements (e.g., permeability, clearance, half-life) or binary classification for categorical outcomes (e.g., BBB penetration, CYP inhibition). Dataset: cyp2c19_veith. The compound is O=C(CCc1ccccc1)NNC(=O)c1ccco1. The result is 0 (non-inhibitor).